Dataset: Reaction yield outcomes from USPTO patents with 853,638 reactions. Task: Predict the reaction yield, written as a fraction of the theoretical maximum amount of product (1.0 means a 100% yield; for example, 0.34 means a 34% yield). (1) The reactants are [CH3:1][C:2]1[C:6]2[C:7](=[O:18])[N:8]([CH2:11][CH2:12][N:13]3[CH2:17][CH2:16][CH2:15][CH2:14]3)[CH2:9][CH2:10][C:5]=2[NH:4][C:3]=1[CH:19]=O.[Cl:21][C:22]1[C:23]([F:38])=[C:24]([C:28]2[CH:36]=[CH:35][CH:34]=[C:33]3[C:29]=2[CH2:30][C:31](=[O:37])[NH:32]3)[CH:25]=[CH:26][CH:27]=1. No catalyst specified. The product is [Cl:21][C:22]1[C:23]([F:38])=[C:24]([C:28]2[CH:36]=[CH:35][CH:34]=[C:33]3[C:29]=2[C:30](=[CH:19][C:3]2[NH:4][C:5]4[CH2:10][CH2:9][N:8]([CH2:11][CH2:12][N:13]5[CH2:14][CH2:15][CH2:16][CH2:17]5)[C:7](=[O:18])[C:6]=4[C:2]=2[CH3:1])[C:31](=[O:37])[NH:32]3)[CH:25]=[CH:26][CH:27]=1. The yield is 0.285. (2) The reactants are [CH2:1]([O:8][C:9]1[CH:14]=[CH:13][C:12]([C:15]2[N:19]([CH:20]3[CH2:25][CH2:24][CH2:23][CH2:22][CH2:21]3)[N:18]=[C:17](/[CH:26]=[CH:27]/[C:28]([O:30]C)=[O:29])[CH:16]=2)=[CH:11][CH:10]=1)[C:2]1[CH:7]=[CH:6][CH:5]=[CH:4][CH:3]=1.[Li+].[OH-].CCOCC. The catalyst is C1COCC1.CO. The product is [CH:20]1([N:19]2[C:15]([C:12]3[CH:13]=[CH:14][C:9]([O:8][CH2:1][C:2]4[CH:7]=[CH:6][CH:5]=[CH:4][CH:3]=4)=[CH:10][CH:11]=3)=[CH:16][C:17](/[CH:26]=[CH:27]/[C:28]([OH:30])=[O:29])=[N:18]2)[CH2:21][CH2:22][CH2:23][CH2:24][CH2:25]1. The yield is 0.860. (3) The product is [Br:24][C:22]1[CH:23]=[C:18]([NH:16][C:13]2[CH:14]=[CH:15][N:11]([CH2:10][CH2:9][O:8][Si:1]([C:4]([CH3:7])([CH3:5])[CH3:6])([CH3:3])[CH3:2])[N:12]=2)[C:19](=[O:26])[N:20]([CH3:25])[CH:21]=1. The reactants are [Si:1]([O:8][CH2:9][CH2:10][N:11]1[CH:15]=[CH:14][C:13]([NH2:16])=[N:12]1)([C:4]([CH3:7])([CH3:6])[CH3:5])([CH3:3])[CH3:2].Br[C:18]1[C:19](=[O:26])[N:20]([CH3:25])[CH:21]=[C:22]([Br:24])[CH:23]=1.CC1(C)C2C(=C(P(C3C=CC=CC=3)C3C=CC=CC=3)C=CC=2)OC2C(P(C3C=CC=CC=3)C3C=CC=CC=3)=CC=CC1=2.C([O-])([O-])=O.[Cs+].[Cs+]. The yield is 0.380. The catalyst is O1CCOCC1.C1C=CC(/C=C/C(/C=C/C2C=CC=CC=2)=O)=CC=1.C1C=CC(/C=C/C(/C=C/C2C=CC=CC=2)=O)=CC=1.C1C=CC(/C=C/C(/C=C/C2C=CC=CC=2)=O)=CC=1.[Pd].[Pd]. (4) The reactants are Cl.[CH3:2][O:3][CH:4]1[CH2:7][NH:6][CH2:5]1.Br[C:9]1[CH:10]=[CH:11][C:12]([N+:15]([O-:17])=[O:16])=[N:13][CH:14]=1.CC1(C)C2C(=C(P(C3C=CC=CC=3)C3C=CC=CC=3)C=CC=2)OC2C(P(C3C=CC=CC=3)C3C=CC=CC=3)=CC=CC1=2.C([O-])([O-])=O.[Cs+].[Cs+]. The catalyst is C1C=CC(/C=C/C(/C=C/C2C=CC=CC=2)=O)=CC=1.C1C=CC(/C=C/C(/C=C/C2C=CC=CC=2)=O)=CC=1.C1C=CC(/C=C/C(/C=C/C2C=CC=CC=2)=O)=CC=1.[Pd].[Pd].O1CCOCC1. The product is [CH3:2][O:3][CH:4]1[CH2:7][N:6]([C:9]2[CH:10]=[CH:11][C:12]([N+:15]([O-:17])=[O:16])=[N:13][CH:14]=2)[CH2:5]1. The yield is 0.960.